This data is from Reaction yield outcomes from USPTO patents with 853,638 reactions. The task is: Predict the reaction yield, written as a fraction of the theoretical maximum amount of product (1.0 means a 100% yield; for example, 0.34 means a 34% yield). (1) The product is [CH3:24][C:12]1[CH:13]=[C:8]([C:1]2[CH:6]=[CH:5][CH:4]=[CH:3][C:2]=2[NH:7][C:14](=[O:17])[CH2:15][CH3:16])[CH:9]=[CH:10][CH:11]=1. The catalyst is CN(C1C=CN=CC=1)C. The reactants are [C:1]1([C:8]2[CH:13]=[CH:12][CH:11]=[CH:10][CH:9]=2)[C:2]([NH2:7])=[CH:3][CH:4]=[CH:5][CH:6]=1.[C:14](O[C:14](=[O:17])[CH2:15][CH3:16])(=[O:17])[CH2:15][CH3:16].N1C=CC=C[CH:24]=1. The yield is 0.990. (2) The yield is 0.700. The catalyst is CO. The product is [NH:9]1[C:10]2[C:15](=[CH:14][CH:13]=[CH:12][CH:11]=2)[CH:16]=[C:8]1[C:6]1[N:7]=[C:2]([O:50][CH3:52])[N:3]=[C:4]([C:24]2[C:25]([N:44]([CH3:49])[S:45]([CH3:48])(=[O:46])=[O:47])=[CH:26][C:27]3[O:31][C:30]([C:32]4[CH:33]=[CH:34][C:35]([F:38])=[CH:36][CH:37]=4)=[C:29]([C:39]([NH:40][CH3:41])=[O:42])[C:28]=3[CH:43]=2)[CH:5]=1. The reactants are Cl[C:2]1[N:7]=[C:6]([C:8]2[N:9](C(OC(C)(C)C)=O)[C:10]3[C:15]([CH:16]=2)=[CH:14][CH:13]=[CH:12][CH:11]=3)[CH:5]=[C:4]([C:24]2[C:25]([N:44]([CH3:49])[S:45]([CH3:48])(=[O:47])=[O:46])=[CH:26][C:27]3[O:31][C:30]([C:32]4[CH:37]=[CH:36][C:35]([F:38])=[CH:34][CH:33]=4)=[C:29]([C:39](=[O:42])[NH:40][CH3:41])[C:28]=3[CH:43]=2)[N:3]=1.[O:50]([CH3:52])[Na].O. (3) The reactants are [O:1]=[C:2]1[CH2:7][O:6][C:5]2[CH:8]=[CH:9][C:10]([CH2:12][C:13](Cl)=[O:14])=[CH:11][C:4]=2[NH:3]1.Cl.[CH3:17][NH:18][O:19][CH3:20].C(N(CC)CC)C.O. The catalyst is C(Cl)Cl. The product is [CH3:20][O:19][N:18]([CH3:17])[C:13](=[O:14])[CH2:12][C:10]1[CH:9]=[CH:8][C:5]2[O:6][CH2:7][C:2](=[O:1])[NH:3][C:4]=2[CH:11]=1. The yield is 0.340. (4) The reactants are C(O[CH:4]=[C:5]([C:8]#[N:9])[C:6]#[N:7])C.[NH:10]([CH2:12][CH2:13][OH:14])[NH2:11]. The catalyst is C(O)C. The product is [NH2:9][C:8]1[N:10]([CH2:12][CH2:13][OH:14])[N:11]=[CH:4][C:5]=1[C:6]#[N:7]. The yield is 0.630. (5) The reactants are [N:1]1([C:14]([O:16][C:17]([CH3:20])([CH3:19])[CH3:18])=[O:15])[C:9]2[C:4](=[CH:5][CH:6]=[C:7]([C:10](OC)=[O:11])[CH:8]=2)[CH:3]=[N:2]1.[H-].[H-].[H-].[H-].[Li+].[Al+3].O. The catalyst is C1COCC1. The product is [OH:11][CH2:10][C:7]1[CH:8]=[C:9]2[C:4]([CH:3]=[N:2][N:1]2[C:14]([O:16][C:17]([CH3:20])([CH3:19])[CH3:18])=[O:15])=[CH:5][CH:6]=1. The yield is 0.140. (6) The reactants are [C:1]([C:3]1[C:4]([NH2:10])=[N:5][C:6]([NH2:9])=[CH:7][CH:8]=1)#[CH:2].[C:11]1([S:17][CH2:18][C:19]2[CH:24]=[CH:23][C:22]([CH2:25][C:26](Cl)=[N:27][OH:28])=[CH:21][CH:20]=2)[CH:16]=[CH:15][CH:14]=[CH:13][CH:12]=1.C(N(CC)CC)C. The catalyst is O1CCCC1. The product is [C:11]1([S:17][CH2:18][C:19]2[CH:24]=[CH:23][C:22]([CH2:25][C:26]3[CH:2]=[C:1]([C:3]4[C:4]([NH2:10])=[N:5][C:6]([NH2:9])=[CH:7][CH:8]=4)[O:28][N:27]=3)=[CH:21][CH:20]=2)[CH:12]=[CH:13][CH:14]=[CH:15][CH:16]=1. The yield is 0.670. (7) The reactants are [F:1][C:2]([F:22])([F:21])[C:3]1[CH:10]=[C:9]([N:11]2[CH:15]([CH3:16])[C:14](=[O:17])[C:13]([CH3:19])([CH3:18])[C:12]2=[O:20])[CH:8]=[CH:7][C:4]=1[C:5]#[N:6].C([BH-](C(CC)C)C(CC)C)(CC)C.[Li+].C1COCC1.O. The product is [OH:17][C@H:14]1[C@@H:15]([CH3:16])[N:11]([C:9]2[CH:8]=[CH:7][C:4]([C:5]#[N:6])=[C:3]([C:2]([F:1])([F:21])[F:22])[CH:10]=2)[C:12](=[O:20])[C:13]1([CH3:18])[CH3:19]. The yield is 0.640. The catalyst is C1COCC1. (8) The reactants are [F:1][C:2]([F:15])([F:14])[C:3]1[CH:8]=[CH:7][C:6]([C:9]2[S:10][CH:11]=[CH:12][CH:13]=2)=[CH:5][CH:4]=1.C([Li])CCC.I[C:22]1[CH:32]=[CH:31][C:25]([C:26]([O:28][CH2:29][CH3:30])=[O:27])=[CH:24][CH:23]=1.Cl. The catalyst is O1CCCC1.[Cl-].[Zn+2].[Cl-].C1C=CC([P]([Pd]([P](C2C=CC=CC=2)(C2C=CC=CC=2)C2C=CC=CC=2)([P](C2C=CC=CC=2)(C2C=CC=CC=2)C2C=CC=CC=2)[P](C2C=CC=CC=2)(C2C=CC=CC=2)C2C=CC=CC=2)(C2C=CC=CC=2)C2C=CC=CC=2)=CC=1. The product is [F:15][C:2]([F:1])([F:14])[C:3]1[CH:4]=[CH:5][C:6]([C:9]2[S:10][C:11]([C:22]3[CH:32]=[CH:31][C:25]([C:26]([O:28][CH2:29][CH3:30])=[O:27])=[CH:24][CH:23]=3)=[CH:12][CH:13]=2)=[CH:7][CH:8]=1. The yield is 0.450. (9) The product is [CH3:1][S:2][C:3]1[CH:8]=[C:7]([C:24]#[N:25])[N:6]=[C:5]([C:10]2[CH:15]=[CH:14][CH:13]=[CH:12][N:11]=2)[CH:4]=1. The catalyst is C(#N)C. The reactants are [CH3:1][S:2][C:3]1[CH:4]=[C:5]([C:10]2[CH:15]=[CH:14][CH:13]=[CH:12][N:11]=2)[N+:6]([O-])=[CH:7][CH:8]=1.P([C:24]#[N:25])(=O)(OCC)OCC.C(N(CC)CC)C. The yield is 0.720.